This data is from Catalyst prediction with 721,799 reactions and 888 catalyst types from USPTO. The task is: Predict which catalyst facilitates the given reaction. Reactant: [N+:1]([C:4]1[C:9]2[N:10]([CH2:13][C:14]([NH:16][C:17]3[CH:22]=[CH:21][CH:20]=[C:19]([C:23]([F:26])([F:25])[F:24])[CH:18]=3)=[O:15])[CH:11]=[N:12][C:8]=2[CH:7]=[CH:6][CH:5]=1)([O-])=O. Product: [NH2:1][C:4]1[C:9]2[N:10]([CH2:13][C:14]([NH:16][C:17]3[CH:22]=[CH:21][CH:20]=[C:19]([C:23]([F:25])([F:26])[F:24])[CH:18]=3)=[O:15])[CH:11]=[N:12][C:8]=2[CH:7]=[CH:6][CH:5]=1. The catalyst class is: 5.